This data is from Forward reaction prediction with 1.9M reactions from USPTO patents (1976-2016). The task is: Predict the product of the given reaction. (1) Given the reactants [OH2:1].[NH2:2][C@@H:3]([CH2:7][CH:8]1[CH2:13][CH2:12][CH2:11][CH2:10][CH2:9]1)[C:4]([OH:6])=[O:5].[C:14](#N)[CH3:15], predict the reaction product. The product is: [CH:8]1([CH2:7][C@H:3]([N:2]2[CH2:15][C:14]3[C:9](=[CH:8][CH:7]=[CH:3][CH:4]=3)[C:10]2=[O:1])[C:4]([OH:6])=[O:5])[CH2:13][CH2:12][CH2:11][CH2:10][CH2:9]1. (2) Given the reactants [CH2:1]([O:8][C:9]1[C:17]2[C:16](=[O:18])[N:15]([CH2:19][C:20]3[CH:25]=[CH:24][C:23]([F:26])=[CH:22][CH:21]=3)[N:14]=[C:13](Br)[C:12]=2[N:11]2[CH2:28][CH2:29][N:30]([CH3:33])[C:31](=[O:32])[C:10]=12)[C:2]1[CH:7]=[CH:6][CH:5]=[CH:4][CH:3]=1.[CH3:34][S-:35].[Na+], predict the reaction product. The product is: [CH2:1]([O:8][C:9]1[C:17]2[C:16](=[O:18])[N:15]([CH2:19][C:20]3[CH:25]=[CH:24][C:23]([F:26])=[CH:22][CH:21]=3)[N:14]=[C:13]([S:35][CH3:34])[C:12]=2[N:11]2[CH2:28][CH2:29][N:30]([CH3:33])[C:31](=[O:32])[C:10]=12)[C:2]1[CH:7]=[CH:6][CH:5]=[CH:4][CH:3]=1. (3) The product is: [C:1]([C:5]1[CH:9]=[C:8]([NH:10][C:11](=[O:37])[NH:12][C:13]2[C:22]3[C:17](=[CH:18][CH:19]=[CH:20][CH:21]=3)[C:16]([O:23][CH2:24][C:25]3[CH:30]=[CH:29][N:28]=[C:27]([NH:31][C:32](=[O:36])[CH2:33][O:34][CH3:35])[CH:26]=3)=[CH:15][CH:14]=2)[N:7]([C:38]2[CH:43]=[CH:42][C:41]([CH2:44][OH:45])=[CH:40][CH:39]=2)[N:6]=1)([CH3:4])([CH3:2])[CH3:3]. Given the reactants [C:1]([C:5]1[CH:9]=[C:8]([NH:10][C:11](=[O:37])[NH:12][C:13]2[C:22]3[C:17](=[CH:18][CH:19]=[CH:20][CH:21]=3)[C:16]([O:23][CH2:24][C:25]3[CH:30]=[CH:29][N:28]=[C:27]([NH:31][C:32](=[O:36])[CH2:33][O:34][CH3:35])[CH:26]=3)=[CH:15][CH:14]=2)[N:7]([C:38]2[CH:43]=[CH:42][C:41]([CH2:44][O:45][Si](C(C)(C)C)(C)C)=[CH:40][CH:39]=2)[N:6]=1)([CH3:4])([CH3:3])[CH3:2].CCCC[N+](CCCC)(CCCC)CCCC.[F-], predict the reaction product. (4) The product is: [CH:1]1([S:4]([NH:7][C:8]([C@@:10]23[CH2:12][C@H:11]2[CH:13]=[CH:14][CH2:33][CH2:32][C@@H:30]([CH3:31])[O:29][C@@H:26]([CH2:27][CH3:28])[C@H:25]([NH:36][C:37](=[O:43])[O:38][C:39]([CH3:40])([CH3:41])[CH3:42])[C:24](=[O:44])[N:19]2[CH2:20][C@H:21]([OH:23])[CH2:22][C@H:18]2[C:16](=[O:17])[NH:15]3)=[O:9])(=[O:6])=[O:5])[CH2:2][CH2:3]1. Given the reactants [CH:1]1([S:4]([NH:7][C:8]([C@@:10]2([NH:15][C:16]([C@@H:18]3[CH2:22][C@@H:21]([OH:23])[CH2:20][N:19]3[C:24](=[O:44])[C@@H:25]([NH:36][C:37](=[O:43])[O:38][C:39]([CH3:42])([CH3:41])[CH3:40])[C@@H:26]([O:29][C@@H:30]([CH2:32][CH2:33]C=C)[CH3:31])[CH2:27][CH3:28])=[O:17])[CH2:12][C@H:11]2[CH:13]=[CH2:14])=[O:9])(=[O:6])=[O:5])[CH2:3][CH2:2]1, predict the reaction product. (5) Given the reactants [CH3:1][N:2]([CH3:12])[C:3]1[CH:11]=[CH:10][C:6]([C:7]([OH:9])=O)=[CH:5][CH:4]=1.[NH2:13][C:14]1[CH:29]=[CH:28][C:17]2[N:18]=[C:19]([NH:21][C:22]3[CH:27]=[CH:26][CH:25]=[CH:24][CH:23]=3)[NH:20][C:16]=2[CH:15]=1, predict the reaction product. The product is: [CH3:12][N:2]([CH3:1])[C:3]1[CH:4]=[CH:5][C:6]([C:7]([NH:13][C:14]2[CH:29]=[CH:28][C:17]3[NH:18][C:19]([NH:21][C:22]4[CH:27]=[CH:26][CH:25]=[CH:24][CH:23]=4)=[N:20][C:16]=3[CH:15]=2)=[O:9])=[CH:10][CH:11]=1. (6) Given the reactants [Cl:1][C:2]1[CH:3]=[CH:4][C:5]([CH2:8][O:9][C:10]2[CH:15]=[CH:14][N:13]([C:16]3[CH:17]=[N:18][C:19](F)=[CH:20][CH:21]=3)[C:12](=[O:23])[CH:11]=2)=[N:6][CH:7]=1.[CH3:24][N:25]([CH3:31])[C@H:26]1[CH2:30][CH2:29][NH:28][CH2:27]1.C([O-])([O-])=O.[K+].[K+], predict the reaction product. The product is: [Cl:1][C:2]1[CH:3]=[CH:4][C:5]([CH2:8][O:9][C:10]2[CH:15]=[CH:14][N:13]([C:16]3[CH:17]=[N:18][C:19]([N:28]4[CH2:29][CH2:30][C@H:26]([N:25]([CH3:31])[CH3:24])[CH2:27]4)=[CH:20][CH:21]=3)[C:12](=[O:23])[CH:11]=2)=[N:6][CH:7]=1. (7) Given the reactants Cl.[NH2:2][OH:3].[CH:4]1[CH:5]=[C:6]2[C:11]3=[C:12]([C:14](O[C:17](=[O:18])[C:10]3=[CH:9][CH:8]=[CH:7]2)=[O:15])[CH:13]=1, predict the reaction product. The product is: [CH:4]1[CH:13]=[C:12]2[C:14]([N:2]([OH:3])[C:17]([C:10]3=[CH:9][CH:8]=[CH:7][C:6](=[C:11]23)[CH:5]=1)=[O:18])=[O:15].